This data is from Full USPTO retrosynthesis dataset with 1.9M reactions from patents (1976-2016). The task is: Predict the reactants needed to synthesize the given product. (1) Given the product [NH2:20][C@H:7]1[C:8]2[C:13](=[CH:12][CH:11]=[C:10]([O:14][CH:15]3[CH2:19][CH2:18][O:17][CH2:16]3)[CH:9]=2)[N:4]([C:1](=[O:3])[CH3:2])[C@@H:5]([CH:32]2[CH2:33][CH2:34]2)[C@@H:6]1[CH3:31], predict the reactants needed to synthesize it. The reactants are: [C:1]([N:4]1[C:13]2[C:8](=[CH:9][C:10]([O:14][CH:15]3[CH2:19][CH2:18][O:17][CH2:16]3)=[CH:11][CH:12]=2)[C@H:7]([NH:20]C(=O)OCC2C=CC=CC=2)[C@@H:6]([CH3:31])[C@@H:5]1[CH:32]1[CH2:34][CH2:33]1)(=[O:3])[CH3:2].CCCC[N+](CCCC)(CCCC)CCCC.[F-]. (2) Given the product [Cl:17][C:18]1[C:19]([O:16][C:4]2[CH:5]=[N:6][C:7]([O:8][CH2:9][C:10]([F:14])([F:15])[CH:11]([F:12])[F:13])=[C:2]([Cl:1])[CH:3]=2)=[CH:20][C:21]([F:31])=[C:22]([CH:30]=1)[C:23]([O:25][C:26]([CH3:27])([CH3:28])[CH3:29])=[O:24], predict the reactants needed to synthesize it. The reactants are: [Cl:1][C:2]1[CH:3]=[C:4]([OH:16])[CH:5]=[N:6][C:7]=1[O:8][CH2:9][C:10]([F:15])([F:14])[CH:11]([F:13])[F:12].[Cl:17][C:18]1[C:19](F)=[CH:20][C:21]([F:31])=[C:22]([CH:30]=1)[C:23]([O:25][C:26]([CH3:29])([CH3:28])[CH3:27])=[O:24].C(=O)([O-])[O-].[K+].[K+]. (3) Given the product [CH:1]([N:4]1[CH2:9][CH2:8][N:7]([C:11]2[N:12]=[N:13][C:14]([C:17]3[CH:18]=[CH:19][C:20]([S:23]([CH3:26])(=[O:24])=[O:25])=[CH:21][CH:22]=3)=[CH:15][CH:16]=2)[CH2:6][CH2:5]1)([CH3:3])[CH3:2], predict the reactants needed to synthesize it. The reactants are: [CH:1]([N:4]1[CH2:9][CH2:8][NH:7][CH2:6][CH2:5]1)([CH3:3])[CH3:2].Cl[C:11]1[N:12]=[N:13][C:14]([C:17]2[CH:22]=[CH:21][C:20]([S:23]([CH3:26])(=[O:25])=[O:24])=[CH:19][CH:18]=2)=[CH:15][CH:16]=1. (4) Given the product [Br:1][C:2]1[CH:6]=[CH:5][O:4][C:3]=1[CH2:7][N:15]1[CH2:16][CH2:17][N:12]([CH3:11])[CH2:13][CH2:14]1, predict the reactants needed to synthesize it. The reactants are: [Br:1][C:2]1[CH:6]=[CH:5][O:4][C:3]=1[CH:7]=O.Cl.Cl.[CH3:11][N:12]1[CH2:17][CH2:16][NH:15][CH2:14][CH2:13]1.C(N(CC)CC)C.C(O[BH-](OC(=O)C)OC(=O)C)(=O)C.[Na+]. (5) Given the product [F:1][C:2]1[CH:3]=[C:4]([CH2:8][CH2:9][C:10]([Cl:13])=[O:12])[CH:5]=[CH:6][CH:7]=1, predict the reactants needed to synthesize it. The reactants are: [F:1][C:2]1[CH:3]=[C:4]([CH2:8][CH2:9][C:10]([OH:12])=O)[CH:5]=[CH:6][CH:7]=1.[Cl:13]SCl. (6) Given the product [F:17][C:2]([F:1])([F:16])[C:3]([C:6]1[CH:7]=[C:8]([CH:12]=[O:13])[CH:9]=[N:10][CH:11]=1)([OH:5])[CH3:4], predict the reactants needed to synthesize it. The reactants are: [F:1][C:2]([F:17])([F:16])[C:3]([C:6]1[CH:7]=[C:8]([C:12](OC)=[O:13])[CH:9]=[N:10][CH:11]=1)([OH:5])[CH3:4].[H-].C([Al+]CC(C)C)C(C)C.